This data is from Reaction yield outcomes from USPTO patents with 853,638 reactions. The task is: Predict the reaction yield, written as a fraction of the theoretical maximum amount of product (1.0 means a 100% yield; for example, 0.34 means a 34% yield). (1) The reactants are Cl[CH2:2][C:3]1[O:7][C:6]([C:8]([O:10][CH2:11][CH3:12])=[O:9])=[CH:5][CH:4]=1.CCN(CC)CC.[NH:20]1[CH2:25][CH2:24][O:23][CH2:22][CH2:21]1. The catalyst is ClCCl. The product is [CH2:11]([O:10][C:8]([C:6]1[O:7][C:3]([CH2:2][N:20]2[CH2:25][CH2:24][O:23][CH2:22][CH2:21]2)=[CH:4][CH:5]=1)=[O:9])[CH3:12]. The yield is 0.670. (2) The yield is 0.740. The reactants are CSC.B(F)(F)F.CCOCC.[CH3:13][O:14][C:15](=[O:36])[C@@H:16]([O:33][CH2:34][CH3:35])[CH2:17][C:18]1[CH:23]=[CH:22][C:21]([O:24]CC2C=CC=CC=2)=[CH:20][C:19]=1[Cl:32]. The catalyst is ClCCl. The product is [CH3:13][O:14][C:15](=[O:36])[C@@H:16]([O:33][CH2:34][CH3:35])[CH2:17][C:18]1[CH:23]=[CH:22][C:21]([OH:24])=[CH:20][C:19]=1[Cl:32]. (3) The reactants are [CH3:1][CH:2]([N:4]1[CH2:9][CH2:8][N:7]([C:10]2[CH:15]=[CH:14][C:13]([NH:16][C:17]3[N:18]=[C:19]([NH:36][C:37]4[CH:38]=[CH:39][CH:40]=[C:41]5[C:45]=4[C:44](=[O:46])[NH:43][CH2:42]5)[C:20]4[CH:25]=[CH:24][N:23](S(C5C=CC(C)=CC=5)(=O)=O)[C:21]=4[N:22]=3)=[C:12]([O:47][CH3:48])[CH:11]=2)[CH2:6][CH2:5]1)[CH3:3].[OH-].[K+]. The catalyst is O1CCOCC1. The product is [CH3:3][CH:2]([N:4]1[CH2:5][CH2:6][N:7]([C:10]2[CH:15]=[CH:14][C:13]([NH:16][C:17]3[NH:22][C:21]4=[N:23][CH:24]=[CH:25][C:20]4=[C:19]([NH:36][C:37]4[CH:38]=[CH:39][CH:40]=[C:41]5[C:45]=4[C:44](=[O:46])[NH:43][CH2:42]5)[N:18]=3)=[C:12]([O:47][CH3:48])[CH:11]=2)[CH2:8][CH2:9]1)[CH3:1]. The yield is 0.750. (4) The reactants are [OH-].[Na+].FC(F)(F)C([N:7]1[CH2:12][CH2:11][N:10]([C:13]2[CH:18]=[C:17]([S:19]([C:22]3[C:31]4[C:26](=[CH:27][CH:28]=[CH:29][CH:30]=4)[CH:25]=[CH:24][CH:23]=3)(=[O:21])=[O:20])[CH:16]=[CH:15][C:14]=2[O:32][CH3:33])[CH2:9][CH2:8]1)=O.O. The catalyst is CO. The product is [CH3:33][O:32][C:14]1[CH:15]=[CH:16][C:17]([S:19]([C:22]2[C:31]3[C:26](=[CH:27][CH:28]=[CH:29][CH:30]=3)[CH:25]=[CH:24][CH:23]=2)(=[O:21])=[O:20])=[CH:18][C:13]=1[N:10]1[CH2:11][CH2:12][NH:7][CH2:8][CH2:9]1. The yield is 0.680. (5) The reactants are Cl[C:2]1[C:3](=[O:16])[NH:4][C:5]2[C:10]([N:11]=1)=[CH:9][C:8]([C:12]([O:14][CH3:15])=[O:13])=[CH:7][CH:6]=2.CC[N:19]([CH:23]([CH3:25])[CH3:24])[CH:20]([CH3:22])C.Cl.C[C@@H]1CCCN1. The catalyst is CS(C)=O. The product is [CH3:25][C@@H:23]1[CH2:24][CH2:22][CH2:20][N:19]1[C:2]1[C:3](=[O:16])[NH:4][C:5]2[C:10]([N:11]=1)=[CH:9][C:8]([C:12]([O:14][CH3:15])=[O:13])=[CH:7][CH:6]=2. The yield is 0.720. (6) The reactants are C([O:3][C:4]([C:6]1[NH:7][C:8]2[C:13]([CH:14]=1)=[CH:12][CH:11]=[CH:10][C:9]=2[CH2:15][C:16]#[N:17])=[O:5])C.O[Li].O.Cl. The catalyst is C1COCC1.CCO.O. The product is [C:16]([CH2:15][C:9]1[CH:10]=[CH:11][CH:12]=[C:13]2[C:8]=1[NH:7][C:6]([C:4]([OH:5])=[O:3])=[CH:14]2)#[N:17]. The yield is 0.850. (7) The reactants are [H-].[Na+].[F:3][C:4]1[CH:14]=[CH:13][C:7]([CH2:8][NH:9][C:10](=[O:12])[CH3:11])=[CH:6][CH:5]=1.[CH3:15]I.O. The catalyst is O1CCCC1.C(Cl)Cl. The product is [F:3][C:4]1[CH:5]=[CH:6][C:7]([CH2:8][N:9]([CH3:15])[C:10](=[O:12])[CH3:11])=[CH:13][CH:14]=1. The yield is 0.640.